This data is from Forward reaction prediction with 1.9M reactions from USPTO patents (1976-2016). The task is: Predict the product of the given reaction. Given the reactants Cl[C:2]1[CH:7]=[CH:6][C:5]([C:8]2[CH:13]=[CH:12][CH:11]=[C:10]([CH2:14][C:15]3[N:16]=[CH:17][NH:18][CH:19]=3)[CH:9]=2)=[CH:4][CH:3]=1.[H][H], predict the reaction product. The product is: [C:8]1([C:5]2[CH:4]=[CH:3][CH:2]=[CH:7][CH:6]=2)[CH:13]=[CH:12][CH:11]=[C:10]([CH2:14][C:15]2[N:16]=[CH:17][NH:18][CH:19]=2)[CH:9]=1.